This data is from Forward reaction prediction with 1.9M reactions from USPTO patents (1976-2016). The task is: Predict the product of the given reaction. (1) Given the reactants [CH:1]([C:3]1[CH:12]=[CH:11][C:6]([C:7]([O:9][CH3:10])=[O:8])=[CH:5][CH:4]=1)=O.Cl.[F:14][C:15]([F:26])([F:25])[O:16][C:17]1[CH:22]=[CH:21][C:20]([NH:23][NH2:24])=[CH:19][CH:18]=1, predict the reaction product. The product is: [F:14][C:15]([F:25])([F:26])[O:16][C:17]1[CH:18]=[CH:19][C:20]([NH:23]/[N:24]=[CH:1]/[C:3]2[CH:12]=[CH:11][C:6]([C:7]([O:9][CH3:10])=[O:8])=[CH:5][CH:4]=2)=[CH:21][CH:22]=1. (2) The product is: [OH:23][C:20]([CH3:22])([CH3:21])[CH2:19][CH2:18][O:29][C:30]1[CH:31]=[CH:32][C:33]([N:36]2[C:45]3[C:40](=[CH:41][CH:42]=[C:43]([C:47]([O:49][CH3:50])=[O:48])[C:44]=3[CH3:46])[CH2:39][CH2:38][CH2:37]2)=[CH:34][CH:35]=1. Given the reactants C(=O)([O-])[O-].[K+].[K+].CC1C=CC(S(O[CH2:18][CH2:19][C:20]([OH:23])([CH3:22])[CH3:21])(=O)=O)=CC=1.CN(C=O)C.[OH:29][C:30]1[CH:35]=[CH:34][C:33]([N:36]2[C:45]3[C:40](=[CH:41][CH:42]=[C:43]([C:47]([O:49][CH3:50])=[O:48])[C:44]=3[CH3:46])[CH2:39][CH2:38][CH2:37]2)=[CH:32][CH:31]=1, predict the reaction product. (3) Given the reactants [CH3:1][N:2]1[CH2:21][CH2:20][C:5]2[N:6]([CH2:14][C:15]([O:17]CC)=O)[C:7]3[CH:8]=[CH:9][C:10]([CH3:13])=[CH:11][C:12]=3[C:4]=2[CH2:3]1.[NH3:22], predict the reaction product. The product is: [CH3:1][N:2]1[CH2:21][CH2:20][C:5]2[N:6]([CH2:14][C:15]([NH2:22])=[O:17])[C:7]3[CH:8]=[CH:9][C:10]([CH3:13])=[CH:11][C:12]=3[C:4]=2[CH2:3]1.